From a dataset of Forward reaction prediction with 1.9M reactions from USPTO patents (1976-2016). Predict the product of the given reaction. The product is: [Cl:1][C:2]1[CH:3]=[C:4]([CH:19]=[CH:20][C:21]=1[Cl:22])[CH2:5][C@H:6]1[CH2:10][O:9][S:8](=[O:24])(=[O:11])[N:7]1[C:12]([O:14][C:15]([CH3:17])([CH3:18])[CH3:16])=[O:13]. Given the reactants [Cl:1][C:2]1[CH:3]=[C:4]([CH:19]=[CH:20][C:21]=1[Cl:22])[CH2:5][C@H:6]1[CH2:10][O:9][S:8](=[O:11])[N:7]1[C:12]([O:14][C:15]([CH3:18])([CH3:17])[CH3:16])=[O:13].I([O-])(=O)(=O)=[O:24].[Na+], predict the reaction product.